This data is from Peptide-MHC class II binding affinity with 134,281 pairs from IEDB. The task is: Regression. Given a peptide amino acid sequence and an MHC pseudo amino acid sequence, predict their binding affinity value. This is MHC class II binding data. (1) The peptide sequence is ALDVWALGLAIFEFV. The MHC is HLA-DQA10501-DQB10301 with pseudo-sequence HLA-DQA10501-DQB10301. The binding affinity (normalized) is 0.260. (2) The peptide sequence is AAGTEISLDLLDPIY. The MHC is HLA-DPA10201-DPB10501 with pseudo-sequence HLA-DPA10201-DPB10501. The binding affinity (normalized) is 0.124. (3) The peptide sequence is LGHRDALEDDLLNRN. The MHC is DRB1_1201 with pseudo-sequence DRB1_1201. The binding affinity (normalized) is 0.